This data is from NCI-60 drug combinations with 297,098 pairs across 59 cell lines. The task is: Regression. Given two drug SMILES strings and cell line genomic features, predict the synergy score measuring deviation from expected non-interaction effect. Drug 1: C1=CC(=CC=C1CC(C(=O)O)N)N(CCCl)CCCl.Cl. Drug 2: CN1C2=C(C=C(C=C2)N(CCCl)CCCl)N=C1CCCC(=O)O.Cl. Cell line: MALME-3M. Synergy scores: CSS=11.1, Synergy_ZIP=-5.20, Synergy_Bliss=2.02, Synergy_Loewe=-4.46, Synergy_HSA=0.835.